From a dataset of Forward reaction prediction with 1.9M reactions from USPTO patents (1976-2016). Predict the product of the given reaction. (1) Given the reactants [N+:1]([C:4]1[CH:17]=[CH:16][C:7]([CH2:8][C:9]2[CH:14]=[CH:13][N+:12]([O-])=[CH:11][CH:10]=2)=[CH:6][CH:5]=1)([O-:3])=[O:2].C[Si]([C:22]#[N:23])(C)C.C(Cl)(=O)C1C=CC=CC=1.C(=O)([O-])[O-].[K+].[K+], predict the reaction product. The product is: [N+:1]([C:4]1[CH:17]=[CH:16][C:7]([CH2:8][C:9]2[CH:14]=[CH:13][N:12]=[C:11]([C:22]#[N:23])[CH:10]=2)=[CH:6][CH:5]=1)([O-:3])=[O:2]. (2) Given the reactants [C:1]1([C:7]2[N:12]=[CH:11][C:10](B(O)O)=[CH:9][CH:8]=2)[CH:6]=[CH:5][CH:4]=[CH:3][CH:2]=1.Br[C:17]1[CH:18]=[C:19]([C:29]2[N:34]=[C:33]([C:35]3[CH:36]=[C:37]([C:42]4[CH:47]=[CH:46][CH:45]=[CH:44][CH:43]=4)[CH:38]=[C:39](Br)[CH:40]=3)[N:32]=[C:31]([C:48]3[CH:53]=[CH:52][CH:51]=[CH:50][CH:49]=3)[N:30]=2)[CH:20]=[C:21]([C:23]2[CH:28]=[CH:27][CH:26]=[CH:25][CH:24]=2)[CH:22]=1.[C:63](P([C:63]([CH3:66])([CH3:65])[CH3:64])[C:63]([CH3:66])([CH3:65])[CH3:64])([CH3:66])([CH3:65])[CH3:64].[OH-].[Na+], predict the reaction product. The product is: [C:1]1([C:7]2[N:12]=[CH:11][C:10]([C:17]3[CH:18]=[C:19]([C:29]4[N:34]=[C:33]([C:35]5[CH:36]=[C:37]([C:42]6[CH:47]=[CH:46][CH:45]=[CH:44][CH:43]=6)[CH:38]=[C:39]([C:10]6[CH:11]=[N:12][C:66]([C:63]7[CH:64]=[CH:6][CH:1]=[CH:2][CH:65]=7)=[CH:8][CH:9]=6)[CH:40]=5)[N:32]=[C:31]([C:48]5[CH:53]=[CH:52][CH:51]=[CH:50][CH:49]=5)[N:30]=4)[CH:20]=[C:21]([C:23]4[CH:28]=[CH:27][CH:26]=[CH:25][CH:24]=4)[CH:22]=3)=[CH:9][CH:8]=2)[CH:6]=[CH:5][CH:4]=[CH:3][CH:2]=1. (3) Given the reactants [CH:1]1([C:6]2[CH:29]=[CH:28][C:9]([CH2:10][O:11][C:12]3[CH:20]=[CH:19][C:18]4[NH:17][C:16]5[C@@H:21]([CH2:24][C:25]([OH:27])=[O:26])[CH2:22][CH2:23][C:15]=5[C:14]=4[CH:13]=3)=[CH:8][C:7]=2[C:30]([F:33])([F:32])[F:31])[CH2:5][CH2:4][CH2:3][CH2:2]1.[NH2:34][C@H:35]([C:43]([OH:45])=[O:44])[CH2:36][CH2:37][CH2:38][NH:39][C:40](=[NH:42])[NH2:41].C([O-])(=O)C, predict the reaction product. The product is: [NH2:34][C@H:35]([C:43]([OH:45])=[O:44])[CH2:36][CH2:37][CH2:38][NH:39][C:40](=[NH:41])[NH2:42].[CH:1]1([C:6]2[CH:29]=[CH:28][C:9]([CH2:10][O:11][C:12]3[CH:20]=[CH:19][C:18]4[NH:17][C:16]5[C@@H:21]([CH2:24][C:25]([O-:27])=[O:26])[CH2:22][CH2:23][C:15]=5[C:14]=4[CH:13]=3)=[CH:8][C:7]=2[C:30]([F:33])([F:31])[F:32])[CH2:5][CH2:4][CH2:3][CH2:2]1.